From a dataset of Full USPTO retrosynthesis dataset with 1.9M reactions from patents (1976-2016). Predict the reactants needed to synthesize the given product. The reactants are: N#N.[C:3]([SiH2:7][O:8][C:9]([CH3:18])([CH3:17])[C:10]1[O:11][CH:12]=[C:13]([CH2:15][OH:16])[N:14]=1)([CH3:6])([CH3:5])[CH3:4].CCN(CC)CC.[S:26](Cl)([CH3:29])(=[O:28])=[O:27]. Given the product [C:3]([SiH2:7][O:8][C:9]([CH3:18])([CH3:17])[C:10]1[O:11][CH:12]=[C:13]([CH2:15][O:16][S:26]([CH3:29])(=[O:28])=[O:27])[N:14]=1)([CH3:6])([CH3:4])[CH3:5], predict the reactants needed to synthesize it.